From a dataset of Full USPTO retrosynthesis dataset with 1.9M reactions from patents (1976-2016). Predict the reactants needed to synthesize the given product. (1) Given the product [Br:1][C:2]1[CH:3]=[N:4][C:5]2[N:6]([N:8]=[C:9]([C:11]([N:16]3[CH2:17][CH:18]=[C:19]([C:21]4[CH:26]=[CH:25][CH:24]=[CH:23][C:22]=4[CH3:27])[CH2:20][CH:15]3[CH3:14])=[O:13])[CH:10]=2)[CH:7]=1, predict the reactants needed to synthesize it. The reactants are: [Br:1][C:2]1[CH:3]=[N:4][C:5]2[N:6]([N:8]=[C:9]([C:11]([OH:13])=O)[CH:10]=2)[CH:7]=1.[CH3:14][CH:15]1[CH2:20][C:19]([C:21]2[CH:26]=[CH:25][CH:24]=[CH:23][C:22]=2[CH3:27])=[CH:18][CH2:17][NH:16]1. (2) Given the product [CH3:28][C:22]1[N:23]=[C:24]([CH2:25][CH2:26][CH3:27])[N:17]2[C:18]=1[C:19](=[O:21])[NH:20][CH:15]=[N:16]2, predict the reactants needed to synthesize it. The reactants are: Cl.C(OC1C=CC(S(Cl)(=O)=O)=CC=1[C:15]1[NH:20][C:19](=[O:21])[C:18]2=[C:22]([CH3:28])[N:23]=[C:24]([CH2:25][CH2:26][CH3:27])[N:17]2[N:16]=1)C.